Predict the product of the given reaction. From a dataset of Forward reaction prediction with 1.9M reactions from USPTO patents (1976-2016). (1) Given the reactants [Cl:1][C:2]1[CH:10]=[CH:9][C:5]([C:6](Cl)=[O:7])=[CH:4][N:3]=1.[CH:11]1([N:15]2[CH2:21][CH2:20][CH2:19][NH:18][CH2:17][CH2:16]2)[CH2:14][CH2:13][CH2:12]1, predict the reaction product. The product is: [ClH:1].[Cl:1][C:2]1[N:3]=[CH:4][C:5]([C:6]([N:18]2[CH2:19][CH2:20][CH2:21][N:15]([CH:11]3[CH2:12][CH2:13][CH2:14]3)[CH2:16][CH2:17]2)=[O:7])=[CH:9][CH:10]=1. (2) Given the reactants [Br:1][C:2]1[CH:3]=[CH:4][C:5]([C:8]2[CH2:12][C@@H:11]([CH2:13][OH:14])[O:10][N:9]=2)=[N:6][CH:7]=1.[H-].[Na+].[CH2:17](Br)[CH:18]=[CH2:19], predict the reaction product. The product is: [CH2:19]([O:14][CH2:13][C@H:11]1[O:10][N:9]=[C:8]([C:5]2[CH:4]=[CH:3][C:2]([Br:1])=[CH:7][N:6]=2)[CH2:12]1)[CH:18]=[CH2:17]. (3) Given the reactants [Cl:1][C:2]1[C:3]([S:22][CH2:23][CH3:24])=[C:4]([C:8]2[N:20]([CH3:21])[C:11]3=[N:12][CH:13]=[C:14]([C:16]([F:19])([F:18])[F:17])[CH:15]=[C:10]3[N:9]=2)[CH:5]=[CH:6][CH:7]=1.ClC1C=CC=C(C(OO)=[O:33])C=1.C(=O)([O-])O.[Na+].S([O-])([O-])(=O)=S.[Na+].[Na+], predict the reaction product. The product is: [Cl:1][C:2]1[C:3]([S:22]([CH2:23][CH3:24])=[O:33])=[C:4]([C:8]2[N:20]([CH3:21])[C:11]3=[N:12][CH:13]=[C:14]([C:16]([F:18])([F:19])[F:17])[CH:15]=[C:10]3[N:9]=2)[CH:5]=[CH:6][CH:7]=1. (4) Given the reactants [CH3:1][O:2][C:3]1[C:8]([CH2:9]O)=[CH:7][CH:6]=[C:5]([CH3:11])[N:4]=1.C1(P(C2C=CC=CC=2)C2C=CC=CC=2)C=CC=CC=1.C(Br)(Br)(Br)[Br:32], predict the reaction product. The product is: [Br:32][CH2:9][C:8]1[C:3]([O:2][CH3:1])=[N:4][C:5]([CH3:11])=[CH:6][CH:7]=1. (5) Given the reactants Cl[C:2]1[CH:3]=[C:4]([CH:28]=[CH:29][N:30]=1)[C:5]([NH:7][C:8]1[CH:9]=[C:10]([C:15]2[CH:20]=[CH:19][C:18]([C:21]([NH:23][CH2:24][CH:25]3[CH2:27][CH2:26]3)=[O:22])=[CH:17][CH:16]=2)[C:11]([CH3:14])=[CH:12][CH:13]=1)=[O:6].[CH3:31][CH:32]1[CH2:36][CH2:35][CH2:34][NH:33]1, predict the reaction product. The product is: [CH:25]1([CH2:24][NH:23][C:21]([C:18]2[CH:19]=[CH:20][C:15]([C:10]3[C:11]([CH3:14])=[CH:12][CH:13]=[C:8]([NH:7][C:5](=[O:6])[C:4]4[CH:28]=[CH:29][N:30]=[C:2]([N:33]5[CH2:34][CH2:35][CH2:36][CH:32]5[CH3:31])[CH:3]=4)[CH:9]=3)=[CH:16][CH:17]=2)=[O:22])[CH2:27][CH2:26]1.